This data is from NCI-60 drug combinations with 297,098 pairs across 59 cell lines. The task is: Regression. Given two drug SMILES strings and cell line genomic features, predict the synergy score measuring deviation from expected non-interaction effect. Drug 1: CC1=C(C=C(C=C1)NC(=O)C2=CC=C(C=C2)CN3CCN(CC3)C)NC4=NC=CC(=N4)C5=CN=CC=C5. Drug 2: CCC1(C2=C(COC1=O)C(=O)N3CC4=CC5=C(C=CC(=C5CN(C)C)O)N=C4C3=C2)O.Cl. Cell line: SNB-19. Synergy scores: CSS=44.8, Synergy_ZIP=-3.63, Synergy_Bliss=-5.82, Synergy_Loewe=-66.0, Synergy_HSA=-9.38.